Dataset: NCI-60 drug combinations with 297,098 pairs across 59 cell lines. Task: Regression. Given two drug SMILES strings and cell line genomic features, predict the synergy score measuring deviation from expected non-interaction effect. (1) Drug 1: CC1=C(C=C(C=C1)NC(=O)C2=CC=C(C=C2)CN3CCN(CC3)C)NC4=NC=CC(=N4)C5=CN=CC=C5. Drug 2: C1CN1C2=NC(=NC(=N2)N3CC3)N4CC4. Cell line: 786-0. Synergy scores: CSS=24.1, Synergy_ZIP=2.96, Synergy_Bliss=5.92, Synergy_Loewe=-23.2, Synergy_HSA=0.373. (2) Drug 1: CCCCC(=O)OCC(=O)C1(CC(C2=C(C1)C(=C3C(=C2O)C(=O)C4=C(C3=O)C=CC=C4OC)O)OC5CC(C(C(O5)C)O)NC(=O)C(F)(F)F)O. Drug 2: C1CNP(=O)(OC1)N(CCCl)CCCl. Cell line: ACHN. Synergy scores: CSS=62.7, Synergy_ZIP=0.301, Synergy_Bliss=2.20, Synergy_Loewe=-32.5, Synergy_HSA=2.76. (3) Drug 1: C1CCC(CC1)NC(=O)N(CCCl)N=O. Drug 2: CCC(=C(C1=CC=CC=C1)C2=CC=C(C=C2)OCCN(C)C)C3=CC=CC=C3.C(C(=O)O)C(CC(=O)O)(C(=O)O)O. Cell line: OVCAR-8. Synergy scores: CSS=4.34, Synergy_ZIP=-5.08, Synergy_Bliss=-5.50, Synergy_Loewe=-7.50, Synergy_HSA=-7.54. (4) Synergy scores: CSS=-0.469, Synergy_ZIP=-0.605, Synergy_Bliss=-2.97, Synergy_Loewe=-4.39, Synergy_HSA=-4.36. Drug 2: CCCCCOC(=O)NC1=NC(=O)N(C=C1F)C2C(C(C(O2)C)O)O. Cell line: ACHN. Drug 1: CN1C2=C(C=C(C=C2)N(CCCl)CCCl)N=C1CCCC(=O)O.Cl. (5) Drug 1: C1CN1P(=S)(N2CC2)N3CC3. Drug 2: CC1=C2C(C(=O)C3(C(CC4C(C3C(C(C2(C)C)(CC1OC(=O)C(C(C5=CC=CC=C5)NC(=O)C6=CC=CC=C6)O)O)OC(=O)C7=CC=CC=C7)(CO4)OC(=O)C)O)C)OC(=O)C. Cell line: RPMI-8226. Synergy scores: CSS=52.3, Synergy_ZIP=5.30, Synergy_Bliss=11.7, Synergy_Loewe=-9.08, Synergy_HSA=10.00. (6) Drug 1: CC1CCC2CC(C(=CC=CC=CC(CC(C(=O)C(C(C(=CC(C(=O)CC(OC(=O)C3CCCCN3C(=O)C(=O)C1(O2)O)C(C)CC4CCC(C(C4)OC)O)C)C)O)OC)C)C)C)OC. Drug 2: CC=C1C(=O)NC(C(=O)OC2CC(=O)NC(C(=O)NC(CSSCCC=C2)C(=O)N1)C(C)C)C(C)C. Synergy scores: CSS=14.8, Synergy_ZIP=-0.518, Synergy_Bliss=0.738, Synergy_Loewe=-12.6, Synergy_HSA=0.585. Cell line: BT-549. (7) Drug 1: CCC1(CC2CC(C3=C(CCN(C2)C1)C4=CC=CC=C4N3)(C5=C(C=C6C(=C5)C78CCN9C7C(C=CC9)(C(C(C8N6C)(C(=O)OC)O)OC(=O)C)CC)OC)C(=O)OC)O.OS(=O)(=O)O. Drug 2: CN(CC1=CN=C2C(=N1)C(=NC(=N2)N)N)C3=CC=C(C=C3)C(=O)NC(CCC(=O)O)C(=O)O. Cell line: OVCAR-4. Synergy scores: CSS=36.2, Synergy_ZIP=-0.658, Synergy_Bliss=-4.08, Synergy_Loewe=-19.7, Synergy_HSA=-4.54. (8) Drug 1: C1=C(C(=O)NC(=O)N1)F. Drug 2: CC12CCC3C(C1CCC2O)C(CC4=C3C=CC(=C4)O)CCCCCCCCCS(=O)CCCC(C(F)(F)F)(F)F. Cell line: HOP-92. Synergy scores: CSS=10.1, Synergy_ZIP=-9.13, Synergy_Bliss=-12.4, Synergy_Loewe=-8.22, Synergy_HSA=-7.77. (9) Drug 1: CCC1(CC2CC(C3=C(CCN(C2)C1)C4=CC=CC=C4N3)(C5=C(C=C6C(=C5)C78CCN9C7C(C=CC9)(C(C(C8N6C=O)(C(=O)OC)O)OC(=O)C)CC)OC)C(=O)OC)O.OS(=O)(=O)O. Drug 2: C1=CC=C(C=C1)NC(=O)CCCCCCC(=O)NO. Cell line: EKVX. Synergy scores: CSS=4.37, Synergy_ZIP=-5.72, Synergy_Bliss=-4.86, Synergy_Loewe=-2.70, Synergy_HSA=-1.92. (10) Drug 1: C1CN1P(=S)(N2CC2)N3CC3. Drug 2: CCCCC(=O)OCC(=O)C1(CC(C2=C(C1)C(=C3C(=C2O)C(=O)C4=C(C3=O)C=CC=C4OC)O)OC5CC(C(C(O5)C)O)NC(=O)C(F)(F)F)O. Cell line: NCI-H226. Synergy scores: CSS=8.15, Synergy_ZIP=5.29, Synergy_Bliss=5.99, Synergy_Loewe=-15.1, Synergy_HSA=-8.50.